Dataset: Full USPTO retrosynthesis dataset with 1.9M reactions from patents (1976-2016). Task: Predict the reactants needed to synthesize the given product. (1) Given the product [NH2:1][C:2]1[N:6]([C:7]2[CH:15]=[CH:14][C:10]([CH2:11][OH:12])=[CH:9][CH:8]=2)[N:5]=[C:4]([C:16]([CH3:19])([CH3:18])[CH3:17])[CH:3]=1, predict the reactants needed to synthesize it. The reactants are: [NH2:1][C:2]1[N:6]([C:7]2[CH:15]=[CH:14][C:10]([C:11](O)=[O:12])=[CH:9][CH:8]=2)[N:5]=[C:4]([C:16]([CH3:19])([CH3:18])[CH3:17])[CH:3]=1.B.Cl. (2) Given the product [Cl:1][C:2]1[CH:3]=[CH:4][C:5]([O:17][CH2:18][CH:19]([CH3:21])[CH3:20])=[C:6]([CH2:8][N:9]2[C:13]([CH3:14])=[CH:12][C:11]([C:15]3[NH:29][C:22]4[CH:27]=[CH:26][CH:25]=[CH:24][C:23]=4[N:28]=3)=[N:10]2)[CH:7]=1, predict the reactants needed to synthesize it. The reactants are: [Cl:1][C:2]1[CH:3]=[CH:4][C:5]([O:17][CH2:18][CH:19]([CH3:21])[CH3:20])=[C:6]([CH2:8][N:9]2[C:13]([CH3:14])=[CH:12][C:11]([CH:15]=O)=[N:10]2)[CH:7]=1.[C:22]1([NH2:29])[CH:27]=[CH:26][CH:25]=[CH:24][C:23]=1[NH2:28].OS([O-])=O.[Na+]. (3) Given the product [CH2:1]([O:3][C:4]([C:6]1[C:10]([C:11]2[CH:16]=[CH:15][CH:14]=[CH:13][C:12]=2[F:17])=[CH:9][S:8][C:7]=1[NH:18][C:28](=[O:29])[C:27]([F:38])([F:37])[F:26])=[O:5])[CH3:2], predict the reactants needed to synthesize it. The reactants are: [CH2:1]([O:3][C:4]([C:6]1[C:10]([C:11]2[CH:16]=[CH:15][CH:14]=[CH:13][C:12]=2[F:17])=[CH:9][S:8][C:7]=1[NH2:18])=[O:5])[CH3:2].C(N(CC)CC)C.[F:26][C:27]([F:38])([F:37])[C:28](O[C:28](=[O:29])[C:27]([F:38])([F:37])[F:26])=[O:29].O. (4) Given the product [Cl:1][C:2]1[C:11]([C:12]2([C:15]#[N:16])[CH2:14][CH2:13]2)=[CH:10][CH:9]=[CH:8][C:3]=1[C:4]([OH:6])=[O:5], predict the reactants needed to synthesize it. The reactants are: [Cl:1][C:2]1[C:11]([C:12]2([C:15]#[N:16])[CH2:14][CH2:13]2)=[CH:10][CH:9]=[CH:8][C:3]=1[C:4]([O:6]C)=[O:5].[OH-].[Li+].O1CCCC1.CO. (5) Given the product [F:31][CH:32]([F:35])[CH2:33][N:23]1[CH2:22][CH2:21][C:6]2[N:7]([CH2:11][C:12]([C:15]3[CH:16]=[N:17][CH:18]=[CH:19][CH:20]=3)([OH:14])[CH3:13])[C:8]3[CH:9]=[CH:10][C:2]([CH3:1])=[CH:3][C:4]=3[C:5]=2[CH2:24]1, predict the reactants needed to synthesize it. The reactants are: [CH3:1][C:2]1[CH:10]=[CH:9][C:8]2[N:7]([CH2:11][C:12]([C:15]3[CH:16]=[N:17][CH:18]=[CH:19][CH:20]=3)([OH:14])[CH3:13])[C:6]3[CH2:21][CH2:22][NH:23][CH2:24][C:5]=3[C:4]=2[CH:3]=1.C(=O)([O-])[O-].[K+].[K+].[F:31][CH:32]([F:35])[CH2:33]I.O. (6) Given the product [C:5]1([C:4]#[C:3][CH2:2][CH:23]([CH2:22][CH2:21][C:15]2[CH:16]=[CH:17][CH:18]=[CH:19][CH:20]=2)[C:24]([O:26][CH3:27])=[O:25])[C:14]2[C:9](=[CH:10][CH:11]=[CH:12][CH:13]=2)[CH:8]=[CH:7][CH:6]=1, predict the reactants needed to synthesize it. The reactants are: Br[CH2:2][C:3]#[C:4][C:5]1[C:14]2[C:9](=[CH:10][CH:11]=[CH:12][CH:13]=2)[CH:8]=[CH:7][CH:6]=1.[C:15]1([CH2:21][CH2:22][CH2:23][C:24]([O:26][CH3:27])=[O:25])[CH:20]=[CH:19][CH:18]=[CH:17][CH:16]=1. (7) Given the product [CH3:1][O:2][CH:3]([O:9][CH3:10])/[C:4](/[C:5]([O:7][CH3:8])=[O:6])=[CH:11]/[O-:12].[Na+:16], predict the reactants needed to synthesize it. The reactants are: [CH3:1][O:2][CH:3]([O:9][CH3:10])[CH2:4][C:5]([O:7][CH3:8])=[O:6].[CH:11](OC)=[O:12].[H-].[Na+:16]. (8) Given the product [CH3:32][C:31]([CH:28]1[CH2:27][CH2:26][N:25]([C:22]2[N:20]3[CH:21]=[C:16]([O:12][C@H:5]4[C:6]5[C:11](=[CH:10][CH:9]=[CH:8][CH:7]=5)[C@@H:2]([NH2:1])[CH2:3][CH2:4]4)[CH:17]=[CH:18][C:19]3=[N:24][N:23]=2)[CH2:30][CH2:29]1)([O:33][Si:34]([CH:41]([CH3:43])[CH3:42])([CH:38]([CH3:39])[CH3:40])[CH:35]([CH3:36])[CH3:37])[CH3:44], predict the reactants needed to synthesize it. The reactants are: [NH2:1][C@@H:2]1[C:11]2[C:6](=[CH:7][CH:8]=[CH:9][CH:10]=2)[C@H:5]([OH:12])[CH2:4][CH2:3]1.[H-].[Na+].F[C:16]1[CH:17]=[CH:18][C:19]2[N:20]([C:22]([N:25]3[CH2:30][CH2:29][CH:28]([C:31]([CH3:44])([O:33][Si:34]([CH:41]([CH3:43])[CH3:42])([CH:38]([CH3:40])[CH3:39])[CH:35]([CH3:37])[CH3:36])[CH3:32])[CH2:27][CH2:26]3)=[N:23][N:24]=2)[CH:21]=1.N. (9) Given the product [C:21]1([C:12]2[C:11]3[C:16](=[C:17]4[C:8](=[CH:9][CH:10]=3)[C:7]([C:4]3[CH:3]=[CH:2][CH:1]=[CH:6][CH:5]=3)=[CH:20][C:19]([C:16]3[CH:17]=[CH:8][CH:9]=[CH:10][C:11]=3[CH3:12])=[N:18]4)[N:15]=[C:14]([C:5]3[CH:6]=[CH:1][CH:2]=[CH:3][C:4]=3[CH3:7])[CH:13]=2)[CH:26]=[CH:25][CH:24]=[CH:23][CH:22]=1, predict the reactants needed to synthesize it. The reactants are: [CH:1]1[CH:6]=[CH:5][C:4]([C:7]2[CH:20]=[CH:19][N:18]=[C:17]3[C:8]=2[CH:9]=[CH:10][C:11]2[C:16]3=[N:15][CH:14]=[CH:13][C:12]=2[C:21]2[CH:26]=[CH:25][CH:24]=[CH:23][CH:22]=2)=[CH:3][CH:2]=1. (10) Given the product [CH:24]([C:2]1[N:7]=[N:6][C:5]2[O:8][CH2:9][CH2:10][O:11][C:4]=2[CH:3]=1)=[CH2:25], predict the reactants needed to synthesize it. The reactants are: Cl[C:2]1[N:7]=[N:6][C:5]2[O:8][CH2:9][CH2:10][O:11][C:4]=2[CH:3]=1.C(=O)([O-])[O-].[K+].[K+].B1(C=C)OB([CH:24]=[CH2:25])OB(C=C)O1.C1C=CN=CC=1.C(=O)(O)[O-].[Na+].